Task: Predict which catalyst facilitates the given reaction.. Dataset: Catalyst prediction with 721,799 reactions and 888 catalyst types from USPTO (1) Product: [CH2:3]([N:10]1[CH2:15][C@H:14]2[CH2:16][C@@H:11]1[CH2:12][N:13]2[C:23]([O:25][C:26]([CH3:29])([CH3:28])[CH3:27])=[O:24])[C:4]1[CH:5]=[CH:6][CH:7]=[CH:8][CH:9]=1. The catalyst class is: 3. Reactant: Br.Br.[CH2:3]([N:10]1[CH2:15][C@H:14]2[CH2:16][C@@H:11]1[CH2:12][NH:13]2)[C:4]1[CH:9]=[CH:8][CH:7]=[CH:6][CH:5]=1.C([O-])([O-])=O.[K+].[K+].[C:23](O[C:23]([O:25][C:26]([CH3:29])([CH3:28])[CH3:27])=[O:24])([O:25][C:26]([CH3:29])([CH3:28])[CH3:27])=[O:24]. (2) Product: [C:21]([O:20][C:18]([NH:17][C@H:6]([CH2:7][C:8]1[CH:13]=[C:12]([F:14])[C:11]([F:15])=[CH:10][C:9]=1[F:16])[CH2:5][C:4]([OH:25])=[O:3])=[O:19])([CH3:24])([CH3:22])[CH3:23]. The catalyst class is: 24. Reactant: C([O:3][C:4](=[O:25])[CH2:5][CH:6]([NH:17][C:18]([O:20][C:21]([CH3:24])([CH3:23])[CH3:22])=[O:19])[CH2:7][C:8]1[CH:13]=[C:12]([F:14])[C:11]([F:15])=[CH:10][C:9]=1[F:16])C.[OH-].[Na+]. (3) Reactant: [Cl:1][C:2]1[CH:3]=[C:4]([CH:7]=[CH:8][C:9]=1[Cl:10])[CH:5]=O.[N+:11]([CH3:14])([O-:13])=[O:12].[OH-].[Na+]. Product: [Cl:10][C:9]1[CH:8]=[CH:7][C:4]([CH:5]=[CH:14][N+:11]([O-:13])=[O:12])=[CH:3][C:2]=1[Cl:1]. The catalyst class is: 8. (4) The catalyst class is: 202. Product: [C:1]([O:5][C:6]([NH:7][CH2:9][CH2:10][O:11][C:23](=[O:25])[NH:35][C:36]1[N:44]=[CH:43][N:42]=[C:41]2[C:37]=1[N:38]=[CH:39][N:40]2[C:45]1[CH:46]=[CH:47][C:48]([NH:51][C:52]([NH:54][C:55]2[CH:60]=[CH:59][C:58]([Cl:61])=[C:57]([C:62]([F:64])([F:65])[F:63])[CH:56]=2)=[O:53])=[CH:49][CH:50]=1)=[O:12])([CH3:2])([CH3:3])[CH3:4]. Reactant: [C:1]([O:5][C:6](=[O:12])[N:7]([CH2:9][CH2:10][OH:11])C)([CH3:4])([CH3:3])[CH3:2].CCN(C(C)C)C(C)C.Cl[C:23](Cl)([O:25]C(=O)OC(Cl)(Cl)Cl)Cl.Cl.[NH2:35][C:36]1[N:44]=[CH:43][N:42]=[C:41]2[C:37]=1[N:38]=[CH:39][N:40]2[C:45]1[CH:50]=[CH:49][C:48]([NH:51][C:52]([NH:54][C:55]2[CH:60]=[CH:59][C:58]([Cl:61])=[C:57]([C:62]([F:65])([F:64])[F:63])[CH:56]=2)=[O:53])=[CH:47][CH:46]=1. (5) Reactant: C([NH:5][C:6]([CH:8]1[CH2:13][CH2:12][CH:11]([CH:14]2[N:19]3[CH:20]=[N:21][CH:22]=[C:18]3[CH2:17][CH2:16][CH2:15]2)[CH2:10][CH2:9]1)=O)(C)(C)C.S(Cl)(Cl)=O. Product: [CH:22]1[N:21]=[CH:20][N:19]2[CH:14]([CH:11]3[CH2:12][CH2:13][CH:8]([C:6]#[N:5])[CH2:9][CH2:10]3)[CH2:15][CH2:16][CH2:17][C:18]=12. The catalyst class is: 22. (6) Reactant: CCO[C:4]([CH:6]1[C:11](=O)[CH2:10][CH2:9][CH2:8][CH2:7]1)=[O:5].[C:13]1([NH:19][NH2:20])[CH:18]=[CH:17][CH:16]=[CH:15][CH:14]=1. Product: [C:13]1([N:19]2[C:4](=[O:5])[C:6]3[CH2:7][CH2:8][CH2:9][CH2:10][C:11]=3[NH:20]2)[CH:18]=[CH:17][CH:16]=[CH:15][CH:14]=1. The catalyst class is: 15.